Dataset: Experimentally validated miRNA-target interactions with 360,000+ pairs, plus equal number of negative samples. Task: Binary Classification. Given a miRNA mature sequence and a target amino acid sequence, predict their likelihood of interaction. (1) The miRNA is hsa-miR-5699-5p with sequence UGCCCCAACAAGGAAGGACAAG. The protein sequence of the target gene is MEFLWAPLLGLCCSLAAADRHTVFWNSSNPKFRNEDYTIHVQLNDYVDIICPHYEDHSVADAAMEQYILYLVEHEEYQLCQPQSKDQVRWQCNRPSAKHGPEKLSEKFQRFTPFTLGKEFKEGHSYYYISKPIHQHEDRCLRLKVTVSGKITHSPQAHDNPQEKRLAADDPEVRVLHSIGHSAAPRLFPLAWTVLLLPLLLLQTP. Result: 1 (interaction). (2) The miRNA is mmu-miR-126a-3p with sequence UCGUACCGUGAGUAAUAAUGCG. The protein sequence of the target gene is MSQSNRELVVDFLSYKLSQKGYSWSQFSDVEENRTEAPEETEPERETPSAINGNPSWHLADSPAVNGATGHSSSLDAREVIPMAAVKQALREAGDEFELRYRRAFSDLTSQLHITPGTAYQSFEQVVNELFRDGVNWGRIVAFFSFGGALCVESVDKEMQVLVSRIASWMATYLNDHLEPWIQENGGWDTFVDLYGNNAAAESRKGQERFNRWFLTGMTVAGVVLLGSLFSRK. Result: 0 (no interaction). (3) The miRNA is hsa-miR-6868-5p with sequence ACUGGCAGAACACUGAAGCAGC. The protein sequence of the target gene is MDSGTRPVGSCCSSPAGLSREYKLVMLGAGGVGKSAMTMQFISHRFPEDHDPTIEDAYKIRIRIDDEPANLDILDTAGQAEFTAMRDQYMRAGEGFIICYSITDRRSFHEVREFKQLIYRVRRTDDTPVVLVGNKSDLKQLRQVTKEEGLALAREFSCPFFETSAAYRYYIDDVFHALVREIRRKEKEAVLAMEKKSKPKNSVWKRLKSPFRKKKDSVT. Result: 0 (no interaction).